Predict the reactants needed to synthesize the given product. From a dataset of Full USPTO retrosynthesis dataset with 1.9M reactions from patents (1976-2016). (1) Given the product [CH3:15][C:13]1([CH3:16])[C@H:12]([OH:17])[C@@H:11]([NH:18][CH2:19][CH2:20][C:21]2[CH:26]=[CH:25][CH:24]=[CH:23][CH:22]=2)[C:10]2[C:9](=[CH:8][C:7]3[NH:6][S:3](=[O:5])(=[O:4])[CH2:2][O:29][C:28]=3[CH:27]=2)[O:14]1, predict the reactants needed to synthesize it. The reactants are: Cl[CH2:2][S:3]([NH:6][C:7]1[C:28]([OH:29])=[CH:27][C:10]2[C@H:11]([NH:18][CH2:19][CH2:20][C:21]3[CH:26]=[CH:25][CH:24]=[CH:23][CH:22]=3)[C@@H:12]([OH:17])[C:13]([CH3:16])([CH3:15])[O:14][C:9]=2[CH:8]=1)(=[O:5])=[O:4].[OH-].[Na+].[Cl-].[NH4+]. (2) Given the product [CH3:1][O:2][C:3]1[CH:4]=[CH:5][C:6]([C:13](=[O:16])[CH:14]([CH3:15])[C:17]([O:20][CH3:21])=[O:22])=[C:7]2[C:12]=1[N:11]=[CH:10][CH:9]=[CH:8]2, predict the reactants needed to synthesize it. The reactants are: [CH3:1][O:2][C:3]1[CH:4]=[CH:5][C:6]([C:13](=[O:16])[CH2:14][CH3:15])=[C:7]2[C:12]=1[N:11]=[CH:10][CH:9]=[CH:8]2.[C:17](=[O:22])([O:20][CH3:21])OC.[H-].[Na+].[Cl-].[NH4+]. (3) Given the product [ClH:1].[NH2:53][CH2:52][C@H:49]1[CH2:50][CH2:51][C@H:46]([C:44]([NH:43][C@H:28]([C:29](=[O:42])[NH:30][C:31]2[CH:36]=[CH:35][C:34]([C:37]3[NH:41][N:40]=[N:39][N:38]=3)=[CH:33][CH:32]=2)[CH2:27][C:23]2[CH:22]=[C:21]([C:18]3[CH:19]=[CH:20][C:15]([C:13]([NH:12][CH2:11][CH2:10][O:9][CH2:8][CH2:7][O:6][CH2:5][CH2:4][O:3][CH3:2])=[O:14])=[CH:16][C:17]=3[CH3:61])[CH:26]=[CH:25][CH:24]=2)=[O:45])[CH2:47][CH2:48]1, predict the reactants needed to synthesize it. The reactants are: [ClH:1].[CH3:2][O:3][CH2:4][CH2:5][O:6][CH2:7][CH2:8][O:9][CH2:10][CH2:11][NH:12][C:13]([C:15]1[CH:20]=[CH:19][C:18]([C:21]2[CH:26]=[CH:25][CH:24]=[C:23]([CH2:27][C@H:28]([NH:43][C:44]([C@H:46]3[CH2:51][CH2:50][C@H:49]([CH2:52][NH:53]C(=O)OC(C)(C)C)[CH2:48][CH2:47]3)=[O:45])[C:29](=[O:42])[NH:30][C:31]3[CH:36]=[CH:35][C:34]([C:37]4[NH:41][N:40]=[N:39][N:38]=4)=[CH:33][CH:32]=3)[CH:22]=2)=[C:17]([CH3:61])[CH:16]=1)=[O:14].C(#N)C. (4) Given the product [Br:12][C:13]1[CH:14]=[C:15]2[C:19](=[CH:20][CH:21]=1)[N:18]([C:2]1[CH:7]=[N:6][C:5]([C:8]([F:11])([F:10])[F:9])=[CH:4][CH:3]=1)[CH:17]=[CH:16]2, predict the reactants needed to synthesize it. The reactants are: Br[C:2]1[CH:3]=[CH:4][C:5]([C:8]([F:11])([F:10])[F:9])=[N:6][CH:7]=1.[Br:12][C:13]1[CH:14]=[C:15]2[C:19](=[CH:20][CH:21]=1)[NH:18][CH:17]=[CH:16]2.C(=O)([O-])[O-].[Cs+].[Cs+]. (5) Given the product [F:1][C:2]1[CH:3]=[CH:4][C:5]([NH:8][C:9](=[O:10])[C:11]2[CH:12]=[CH:13][C:14]([C:15]([N:29]3[CH2:25][CH2:24][CH2:23][CH2:28][CH:27]3[CH3:26])=[O:17])=[CH:18][CH:19]=2)=[CH:6][CH:7]=1, predict the reactants needed to synthesize it. The reactants are: [F:1][C:2]1[CH:7]=[CH:6][C:5]([NH:8][C:9]([C:11]2[CH:19]=[CH:18][C:14]([C:15]([OH:17])=O)=[CH:13][CH:12]=2)=[O:10])=[CH:4][CH:3]=1.N=C=N.[CH:23]1[CH:24]=[CH:25][C:26]2N(O)N=[N:29][C:27]=2[CH:28]=1.CCN(C(C)C)C(C)C.CC1CCCCN1.C(=O)([O-])[O-].